Dataset: Forward reaction prediction with 1.9M reactions from USPTO patents (1976-2016). Task: Predict the product of the given reaction. (1) Given the reactants C[O:2][C:3]1[C:4]([C:10]2[CH:15]=[CH:14][CH:13]=[CH:12][C:11]=2[Cl:16])=[C:5](F)[CH:6]=[CH:7][CH:8]=1.Br.[H-].[Na+].[CH2:20](Br)[CH:21]=[CH2:22].C(OCC=C)C=C.C(C1C(C(F)(F)F)=CC=C([Cl:44])C=1O)C=C, predict the reaction product. The product is: [CH2:20]([C:8]1[CH:7]=[CH:6][C:5]([Cl:44])=[C:4]([C:10]2[CH:15]=[CH:14][CH:13]=[CH:12][C:11]=2[Cl:16])[C:3]=1[OH:2])[CH:21]=[CH2:22]. (2) Given the reactants [CH3:1][C:2]1[CH:7]=[CH:6][C:5]([S:8]([NH:11][C:12]2[O:16][C:15]([C:17]3[CH:33]=[CH:32][C:20]4[N:21]=[C:22]([NH:24]C(=O)OC(C)(C)C)[S:23][C:19]=4[CH:18]=3)=[N:14][N:13]=2)(=[O:10])=[O:9])=[CH:4][CH:3]=1.C(O)(C(F)(F)F)=O.C(Cl)Cl, predict the reaction product. The product is: [NH2:24][C:22]1[S:23][C:19]2[CH:18]=[C:17]([C:15]3[O:16][C:12]([NH:11][S:8]([C:5]4[CH:6]=[CH:7][C:2]([CH3:1])=[CH:3][CH:4]=4)(=[O:10])=[O:9])=[N:13][N:14]=3)[CH:33]=[CH:32][C:20]=2[N:21]=1. (3) Given the reactants [F:1][C:2]([F:7])([F:6])[C:3]([OH:5])=[O:4].FC(F)(F)C(O)=O.[Cl:15][C:16]1[CH:17]=[N:18][C:19]2[NH:20][C:21]3[CH:22]=[CH:23][CH:24]=[C:25]([CH:38]=3)[CH2:26][CH2:27][C:28]3[CH:36]=[C:32]([NH:33][C:34]=1[N:35]=2)[CH:31]=[C:30]([NH2:37])[CH:29]=3.[C:39]1([S:45](Cl)(=[O:47])=[O:46])[CH:44]=[CH:43][CH:42]=[CH:41][CH:40]=1, predict the reaction product. The product is: [F:1][C:2]([F:7])([F:6])[C:3]([OH:5])=[O:4].[Cl:15][C:16]1[CH:17]=[N:18][C:19]2[NH:20][C:21]3[CH:22]=[CH:23][CH:24]=[C:25]([CH:38]=3)[CH2:26][CH2:27][C:28]3[CH:36]=[C:32]([NH:33][C:34]=1[N:35]=2)[CH:31]=[C:30]([NH:37][S:45]([C:39]1[CH:44]=[CH:43][CH:42]=[CH:41][CH:40]=1)(=[O:47])=[O:46])[CH:29]=3. (4) Given the reactants C[O:2][CH2:3][C:4]1([C:21]([N:23]2[CH2:32][CH2:31][C:30]3[N:29]=[CH:28][C:27]([C:33]([F:36])([F:35])[F:34])=[CH:26][C:25]=3[CH2:24]2)=[O:22])[CH2:8][CH2:7][N:6]([CH2:9][C:10]2[CH:11]=[CH:12][C:13]3[O:17][C:16](=[O:18])[N:15]([CH3:19])[C:14]=3[CH:20]=2)[CH2:5]1.B(Br)(Br)Br, predict the reaction product. The product is: [OH:2][CH2:3][C:4]1([C:21]([N:23]2[CH2:32][CH2:31][C:30]3[N:29]=[CH:28][C:27]([C:33]([F:35])([F:36])[F:34])=[CH:26][C:25]=3[CH2:24]2)=[O:22])[CH2:8][CH2:7][N:6]([CH2:9][C:10]2[CH:11]=[CH:12][C:13]3[O:17][C:16](=[O:18])[N:15]([CH3:19])[C:14]=3[CH:20]=2)[CH2:5]1. (5) Given the reactants C(O[C:4](=[N:6][C:7](=O)[C:8]1[CH:13]=[CH:12][C:11]([Br:14])=[CH:10][CH:9]=1)[CH3:5])C.[NH:16]([C:18]1[N:23]=[CH:22][C:21]([S:24]([NH2:27])(=[O:26])=[O:25])=[CH:20][CH:19]=1)[NH2:17].O, predict the reaction product. The product is: [Br:14][C:11]1[CH:10]=[CH:9][C:8]([C:7]2[N:16]([C:18]3[N:23]=[CH:22][C:21]([S:24]([NH2:27])(=[O:26])=[O:25])=[CH:20][CH:19]=3)[N:17]=[C:4]([CH3:5])[N:6]=2)=[CH:13][CH:12]=1.